Task: Predict the reaction yield, written as a fraction of the theoretical maximum amount of product (1.0 means a 100% yield; for example, 0.34 means a 34% yield).. Dataset: Reaction yield outcomes from USPTO patents with 853,638 reactions (1) The yield is 0.610. The product is [C:38]([CH:17]([CH2:18][CH:19]([O:21][C:22]1[CH:27]=[CH:26][CH:25]=[CH:24][C:23]=1[C:28]1[CH:37]=[CH:36][C:31]2[O:32][CH2:33][CH2:34][O:35][C:30]=2[CH:29]=1)[CH3:20])[CH2:16][CH2:15][C:14]1[C:9]([O:8][CH:6]([CH3:7])[CH2:5][C:4]([OH:48])=[O:3])=[C:10]([CH2:41][CH2:42][C:43]([OH:45])=[O:44])[CH:11]=[CH:12][CH:13]=1)(=[O:40])[CH3:39]. The reactants are C([O:3][C:4](=[O:48])[CH2:5][CH:6]([O:8][C:9]1[C:14]([CH2:15][CH2:16][CH:17]([C:38](=[O:40])[CH3:39])[CH2:18][CH:19]([O:21][C:22]2[CH:27]=[CH:26][CH:25]=[CH:24][C:23]=2[C:28]2[CH:37]=[CH:36][C:31]3[O:32][CH2:33][CH2:34][O:35][C:30]=3[CH:29]=2)[CH3:20])=[CH:13][CH:12]=[CH:11][C:10]=1[CH2:41][CH2:42][C:43]([O:45]CC)=[O:44])[CH3:7])C. The catalyst is [OH-].[Na+]. (2) The catalyst is C1COCC1.O.Cl[Pd](Cl)([P](C1C=CC=CC=1)(C1C=CC=CC=1)C1C=CC=CC=1)[P](C1C=CC=CC=1)(C1C=CC=CC=1)C1C=CC=CC=1. The reactants are [Cl:1][C:2]1[CH:3]=[C:4](B(O)O)[CH:5]=[C:6]([Cl:8])[CH:7]=1.Br[C:13]([C:15]([F:18])([F:17])[F:16])=[CH2:14].C([O-])([O-])=O.[K+].[K+]. The product is [Cl:1][C:2]1[CH:3]=[C:4]([C:13]([C:15]([F:18])([F:17])[F:16])=[CH2:14])[CH:5]=[C:6]([Cl:8])[CH:7]=1. The yield is 0.850. (3) The reactants are [NH2:1][C:2]1[CH:7]=[C:6]([C:8]([O:10][CH3:11])=[O:9])[CH:5]=[CH:4][C:3]=1[C:12]1[N:16]([CH2:17][C:18]([OH:21])([CH3:20])[CH3:19])[C:15]([CH2:22][CH2:23][CH2:24][CH3:25])=[N:14][C:13]=1[C:26]#[N:27].Cl.O1CCOCC1. No catalyst specified. The product is [NH2:27][C:26]1[C:13]2[N:14]=[C:15]([CH2:22][CH2:23][CH2:24][CH3:25])[N:16]([CH2:17][C:18]([OH:21])([CH3:19])[CH3:20])[C:12]=2[C:3]2[CH:4]=[CH:5][C:6]([C:8]([O:10][CH3:11])=[O:9])=[CH:7][C:2]=2[N:1]=1. The yield is 0.320. (4) The reactants are [OH:1][C:2]1[C:9]([CH3:10])=[CH:8][CH:7]=[CH:6][C:3]=1[CH:4]=[O:5].[H-].[Na+].Cl[CH2:14][O:15][CH3:16].[Cl-].[NH4+]. The catalyst is CN(C)C=O. The product is [CH3:14][O:15][CH2:16][O:1][C:2]1[C:9]([CH3:10])=[CH:8][CH:7]=[CH:6][C:3]=1[CH:4]=[O:5]. The yield is 1.00. (5) The reactants are [N+]([C:4]1[CH:11]=[CH:10][CH:9]=[C:8]([N+:12]([O-:14])=[O:13])[C:5]=1[C:6]#[N:7])([O-])=O.[O:15]1[CH2:20][CH2:19][CH:18]([OH:21])[CH2:17][CH2:16]1. The yield is 1.00. The product is [N+:12]([C:8]1[CH:9]=[CH:10][CH:11]=[C:4]([O:21][CH:18]2[CH2:19][CH2:20][O:15][CH2:16][CH2:17]2)[C:5]=1[C:6]#[N:7])([O-:14])=[O:13]. No catalyst specified. (6) The product is [C:27]([C:20]1[CH:21]=[CH:22][C:23]([O:1][CH2:2][C:3]2[CH:4]=[CH:5][C:6]([S:9][C:10]3[CH:11]=[CH:12][C:13]([C:16]#[N:17])=[N:14][CH:15]=3)=[CH:7][CH:8]=2)=[C:24]([CH3:25])[C:19]=1[OH:18])(=[O:29])[CH3:28]. The reactants are [OH:1][CH2:2][C:3]1[CH:8]=[CH:7][C:6]([S:9][C:10]2[CH:11]=[CH:12][C:13]([C:16]#[N:17])=[N:14][CH:15]=2)=[CH:5][CH:4]=1.[OH:18][C:19]1[C:24]([CH3:25])=[C:23](O)[CH:22]=[CH:21][C:20]=1[C:27](=[O:29])[CH3:28]. No catalyst specified. The yield is 0.650.